This data is from Peptide-MHC class II binding affinity with 134,281 pairs from IEDB. The task is: Regression. Given a peptide amino acid sequence and an MHC pseudo amino acid sequence, predict their binding affinity value. This is MHC class II binding data. (1) The peptide sequence is LYGEVGDTLLIIFKNQASRP. The MHC is DRB1_1101 with pseudo-sequence DRB1_1101. The binding affinity (normalized) is 0.510. (2) The peptide sequence is EELRSLYNTVATLYCVH. The MHC is HLA-DPA10103-DPB10401 with pseudo-sequence HLA-DPA10103-DPB10401. The binding affinity (normalized) is 0.292. (3) The peptide sequence is NMLKRERNRVSTVQQ. The MHC is DRB1_0802 with pseudo-sequence DRB1_0802. The binding affinity (normalized) is 0.439. (4) The MHC is DRB1_0405 with pseudo-sequence DRB1_0405. The binding affinity (normalized) is 0.247. The peptide sequence is KKVIQLSRKTFDTEY. (5) The peptide sequence is CVYNMMGKREKKLSE. The MHC is DRB1_0801 with pseudo-sequence DRB1_0801. The binding affinity (normalized) is 0.646. (6) The peptide sequence is PNRDGDSYYYSEPTS. The binding affinity (normalized) is 0.262. The MHC is HLA-DQA10201-DQB10402 with pseudo-sequence HLA-DQA10201-DQB10402.